Task: Regression. Given two drug SMILES strings and cell line genomic features, predict the synergy score measuring deviation from expected non-interaction effect.. Dataset: NCI-60 drug combinations with 297,098 pairs across 59 cell lines Drug 1: CCN(CC)CCNC(=O)C1=C(NC(=C1C)C=C2C3=C(C=CC(=C3)F)NC2=O)C. Drug 2: CC(C)CN1C=NC2=C1C3=CC=CC=C3N=C2N. Cell line: EKVX. Synergy scores: CSS=5.37, Synergy_ZIP=0.700, Synergy_Bliss=2.83, Synergy_Loewe=1.87, Synergy_HSA=0.335.